This data is from Retrosynthesis with 50K atom-mapped reactions and 10 reaction types from USPTO. The task is: Predict the reactants needed to synthesize the given product. (1) Given the product CCO[C@@H](Cc1ccc(OCc2ccccc2)cc1C)C(=O)N1C(=O)OC[C@@H]1Cc1ccccc1, predict the reactants needed to synthesize it. The reactants are: CCO[C@H](C(=O)N1C(=O)OC[C@@H]1Cc1ccccc1)[C@H](O)c1ccc(OCc2ccccc2)cc1C. (2) Given the product COC(=O)C1CCC(O)(C#C[Si](C)(C)C)CC1(C)C, predict the reactants needed to synthesize it. The reactants are: C#C[Si](C)(C)C.COC(=O)C1CCC(=O)CC1(C)C. (3) Given the product O=S(=O)(c1ccc(CO)cc1)N1CCCC1c1ccc(F)cc1, predict the reactants needed to synthesize it. The reactants are: Fc1ccc(C2CCCN2)cc1.O=S(=O)(Cl)c1ccc(CO)cc1. (4) Given the product CCCCCN1C(=O)C(=NNC(=S)NCc2ccccc2)c2cc(SCCc3ccc(C(=O)O)cc3)ccc21, predict the reactants needed to synthesize it. The reactants are: CCCCCN1C(=O)C(=O)c2cc(SCCc3ccc(C(=O)O)cc3)ccc21.NNC(=S)NCc1ccccc1. (5) Given the product CCCC(=O)NC[C@@H]1C[C@H]1c1cccc(OC(C)C)c1, predict the reactants needed to synthesize it. The reactants are: CCCC(=O)NC[C@@H]1C[C@H]1c1cccc(O)c1.CCOC(=O)N=NC(=O)OCC. (6) Given the product FC(F)(F)Oc1ccc(/C=C/c2nc(COc3ncc(CCCCn4cccn4)cn3)co2)cc1, predict the reactants needed to synthesize it. The reactants are: Clc1ncc(CCCCn2cccn2)cn1.OCc1coc(C=Cc2ccc(OC(F)(F)F)cc2)n1. (7) Given the product OCCCC(F)(F)C(F)(F)C(F)(F)C(F)(F)F, predict the reactants needed to synthesize it. The reactants are: O=C(O)CCC(F)(F)C(F)(F)C(F)(F)C(F)(F)F. (8) Given the product CC(C)(C)NC(=O)[C@H]1CC[C@H]2[C@@H]3CCc4cc(OS(N)(=O)=O)ccc4[C@H]3CC[C@]12C, predict the reactants needed to synthesize it. The reactants are: CC(C)(C)NC(=O)C1=CC[C@H]2[C@@H]3CCc4cc(OS(N)(=O)=O)ccc4[C@H]3CC[C@]12C. (9) Given the product Cc1ccnc(-c2ccc(Br)cc2)c1, predict the reactants needed to synthesize it. The reactants are: Brc1ccc(I)cc1.Cc1ccnc(Br)c1.